This data is from Peptide-MHC class II binding affinity with 134,281 pairs from IEDB. The task is: Regression. Given a peptide amino acid sequence and an MHC pseudo amino acid sequence, predict their binding affinity value. This is MHC class II binding data. (1) The peptide sequence is EKKYFAAVQFEPLAA. The MHC is HLA-DPA10103-DPB10401 with pseudo-sequence HLA-DPA10103-DPB10401. The binding affinity (normalized) is 1.00. (2) The peptide sequence is PRLLYAKSSPAYPSV. The MHC is HLA-DPA10301-DPB10402 with pseudo-sequence HLA-DPA10301-DPB10402. The binding affinity (normalized) is 0.186. (3) The peptide sequence is LGQQQPFPPQQPYPQ. The MHC is HLA-DQA10501-DQB10201 with pseudo-sequence HLA-DQA10501-DQB10201. The binding affinity (normalized) is 0.0417. (4) The peptide sequence is SNVTFTVNQTSRLLM. The binding affinity (normalized) is 0.664. The MHC is HLA-DQA10201-DQB10402 with pseudo-sequence HLA-DQA10201-DQB10402. (5) The peptide sequence is INVGFKAAVAAAASV. The MHC is DRB1_0404 with pseudo-sequence DRB1_0404. The binding affinity (normalized) is 0.187.